From a dataset of hERG Central: cardiac toxicity at 1µM, 10µM, and general inhibition. Predict hERG channel inhibition at various concentrations. (1) The molecule is Cc1cccc(NS(=O)(=O)c2c(C)nc3scc(C)n3c2=O)c1. Results: hERG_inhib (hERG inhibition (general)): blocker. (2) The compound is Cc1ccc(-c2nc(CN3CCCCC3CCN3CCCC3=O)c(C)o2)o1. Results: hERG_inhib (hERG inhibition (general)): blocker. (3) Results: hERG_inhib (hERG inhibition (general)): blocker. The molecule is Cc1cc(OCC(O)CN2CCc3ccccc3C2)ccc1Cl.Cl. (4) The molecule is CCCOc1ccc(C2=CSC3=NCCN23)cc1Cl. Results: hERG_inhib (hERG inhibition (general)): blocker.